This data is from Forward reaction prediction with 1.9M reactions from USPTO patents (1976-2016). The task is: Predict the product of the given reaction. (1) Given the reactants CO[C:3]1[CH2:4][CH2:5][CH2:6][N:7]=1.[C:8]1(=[O:17])[O:16][C:13]([CH3:15])([CH3:14])[O:12][C:10](=[O:11])[CH2:9]1.C(N(CC)CC)C, predict the reaction product. The product is: [CH3:14][C:13]1([CH3:15])[O:16][C:8](=[O:17])[C:9](=[C:3]2[CH2:4][CH2:5][CH2:6][NH:7]2)[C:10](=[O:11])[O:12]1. (2) Given the reactants [CH3:1][C:2]1([CH3:37])[CH2:6][C:5]2([CH2:11][CH2:10][C:9]([C:12]3[C:16]([CH2:17][N:18]([CH3:30])[CH2:19][CH2:20][N:21]([CH3:29])[C:22](=[O:28])[O:23][C:24]([CH3:27])([CH3:26])[CH3:25])=[CH:15][N:14]([CH:31]4[CH2:36][CH2:35][CH2:34][CH2:33][O:32]4)[N:13]=3)=[CH:8][CH2:7]2)[CH2:4][O:3]1.[H][H], predict the reaction product. The product is: [CH3:1][C:2]1([CH3:37])[CH2:6][C:5]2([CH2:7][CH2:8][CH:9]([C:12]3[C:16]([CH2:17][N:18]([CH3:30])[CH2:19][CH2:20][N:21]([CH3:29])[C:22](=[O:28])[O:23][C:24]([CH3:25])([CH3:26])[CH3:27])=[CH:15][N:14]([CH:31]4[CH2:36][CH2:35][CH2:34][CH2:33][O:32]4)[N:13]=3)[CH2:10][CH2:11]2)[CH2:4][O:3]1.